From a dataset of Reaction yield outcomes from USPTO patents with 853,638 reactions. Predict the reaction yield, written as a fraction of the theoretical maximum amount of product (1.0 means a 100% yield; for example, 0.34 means a 34% yield). (1) The yield is 0.770. The product is [NH2:6][C:5]1[CH:7]=[C:8]([F:9])[C:2]([Br:1])=[CH:3][C:4]=1/[CH:18]=[CH:17]/[C:16]([O:20][CH2:21][CH3:22])=[O:19]. The reactants are [Br:1][C:2]1[C:8]([F:9])=[CH:7][C:5]([NH2:6])=[C:4](I)[CH:3]=1.C(=O)(O)[O-].[Na+].[C:16]([O:20][CH2:21][CH3:22])(=[O:19])[CH:17]=[CH2:18].CN(C=O)C. The catalyst is O. (2) The reactants are Br[CH2:2][C:3]([C:5]1[CH:12]=[CH:11][C:8]([C:9]#[N:10])=[CH:7][CH:6]=1)=[O:4].[N-:13]=[N+:14]=[N-:15].[Na+]. The catalyst is CO. The product is [N:13]([CH2:2][C:3]([C:5]1[CH:12]=[CH:11][C:8]([C:9]#[N:10])=[CH:7][CH:6]=1)=[O:4])=[N+:14]=[N-:15]. The yield is 0.940. (3) The reactants are [NH2:1][C:2]1[N:7]=[CH:6][N:5]=[C:4]2[N:8]([C@@H:12]3[CH2:17][CH2:16][CH2:15][N:14]([C:18]([O:20][C:21]([CH3:24])([CH3:23])[CH3:22])=[O:19])[CH2:13]3)[N:9]=[C:10](I)[C:3]=12.[F:25][C:26]1[CH:31]=[C:30]([O:32][C:33]2[CH:38]=[CH:37][CH:36]=[CH:35][CH:34]=2)[CH:29]=[CH:28][C:27]=1B(O)O.C(=O)([O-])[O-].[Na+].[Na+].COCCOC. The catalyst is C1C=CC([P]([Pd]([P](C2C=CC=CC=2)(C2C=CC=CC=2)C2C=CC=CC=2)([P](C2C=CC=CC=2)(C2C=CC=CC=2)C2C=CC=CC=2)[P](C2C=CC=CC=2)(C2C=CC=CC=2)C2C=CC=CC=2)(C2C=CC=CC=2)C2C=CC=CC=2)=CC=1.O. The product is [NH2:1][C:2]1[N:7]=[CH:6][N:5]=[C:4]2[N:8]([C@@H:12]3[CH2:17][CH2:16][CH2:15][N:14]([C:18]([O:20][C:21]([CH3:24])([CH3:23])[CH3:22])=[O:19])[CH2:13]3)[N:9]=[C:10]([C:27]3[CH:28]=[CH:29][C:30]([O:32][C:33]4[CH:38]=[CH:37][CH:36]=[CH:35][CH:34]=4)=[CH:31][C:26]=3[F:25])[C:3]=12. The yield is 0.700. (4) The reactants are [Br:1][CH2:2][CH2:3][CH2:4][CH2:5][C:6]1[CH:11]=[CH:10][C:9]([CH2:12][CH2:13][CH2:14][CH3:15])=[CH:8][CH:7]=1.[N:16]1[CH:21]=[CH:20][C:19]([CH3:22])=[CH:18][CH:17]=1. The catalyst is C(#N)C. The product is [Br-:1].[CH2:12]([C:9]1[CH:10]=[CH:11][C:6]([CH2:5][CH2:4][CH2:3][CH2:2][N+:16]2[CH:21]=[CH:20][C:19]([CH3:22])=[CH:18][CH:17]=2)=[CH:7][CH:8]=1)[CH2:13][CH2:14][CH3:15]. The yield is 0.720. (5) The reactants are Br[C:2]1[O:6][C:5]([CH2:7][N:8]2[C:16]3[C:11](=[C:12]([C:19]([F:22])([F:21])[F:20])[C:13]([C:17]#[N:18])=[CH:14][CH:15]=3)[CH:10]=[C:9]2[CH:23]2[CH2:25][CH2:24]2)=[CH:4][CH:3]=1.C([O-])(=O)C.[K+].CC1C(C)OB(B2OC(C)C(C)O2)O1.Br[C:46]1[CH:51]=[C:50]([C:52]([F:55])([F:54])[F:53])[CH:49]=[CH:48][C:47]=1[F:56].C(=O)([O-])[O-].[Cs+].[Cs+]. The catalyst is CN(C=O)C.C([O-])(=O)C.[Pd+2].C([O-])(=O)C.C1C=CC([P]([Pd]([P](C2C=CC=CC=2)(C2C=CC=CC=2)C2C=CC=CC=2)([P](C2C=CC=CC=2)(C2C=CC=CC=2)C2C=CC=CC=2)[P](C2C=CC=CC=2)(C2C=CC=CC=2)C2C=CC=CC=2)(C2C=CC=CC=2)C2C=CC=CC=2)=CC=1. The product is [CH:23]1([C:9]2[N:8]([CH2:7][C:5]3[O:6][C:2]([C:46]4[CH:51]=[C:50]([C:52]([F:54])([F:55])[F:53])[CH:49]=[CH:48][C:47]=4[F:56])=[CH:3][CH:4]=3)[C:16]3[C:11]([CH:10]=2)=[C:12]([C:19]([F:22])([F:21])[F:20])[C:13]([C:17]#[N:18])=[CH:14][CH:15]=3)[CH2:25][CH2:24]1. The yield is 0.0130. (6) The catalyst is C[O-].[Na+]. The reactants are Cl[C:2]1[N:7]=[C:6]([NH2:8])[N:5]=[C:4]2[NH:9][N:10]=[CH:11][C:3]=12.[C:12](O)(=[O:14])C. The yield is 0.990. The product is [CH3:12][O:14][C:2]1[N:7]=[C:6]([NH2:8])[N:5]=[C:4]2[NH:9][N:10]=[CH:11][C:3]=12.